Dataset: Forward reaction prediction with 1.9M reactions from USPTO patents (1976-2016). Task: Predict the product of the given reaction. (1) Given the reactants [C:1]([O:5][C:6](=[O:13])[NH:7][C@H:8]1[CH2:11][C@H:10]([OH:12])[CH2:9]1)([CH3:4])([CH3:3])[CH3:2].[H-].[Na+].I[CH3:17], predict the reaction product. The product is: [C:1]([O:5][C:6](=[O:13])[NH:7][C@H:8]1[CH2:11][C@H:10]([O:12][CH3:17])[CH2:9]1)([CH3:4])([CH3:2])[CH3:3]. (2) Given the reactants [C:1]1([N:7]2[C:15]3[C:10](=[CH:11][CH:12]=[CH:13][CH:14]=3)C(CCCN3CCC(C4C=C(NC(=O)C(C)C)C=CC=4)CC3)=C2C2C=CC=CC=2)[CH:6]=[CH:5][CH:4]=[CH:3][CH:2]=1.CO[CH:45](OC)[CH2:46][CH2:47][N:48]1[CH2:53][CH2:52][CH:51]([C:54]2[CH:55]=[C:56]([NH:60][C:61](=[O:65])[CH:62]([CH3:64])[CH3:63])[CH:57]=[CH:58][CH:59]=2)[CH2:50][CH2:49]1.Cl.C1(N(C2C=CC=CC=2)N)C=CC=CC=1, predict the reaction product. The product is: [CH3:63][CH:62]([CH3:64])[C:61]([NH:60][C:56]1[CH:57]=[CH:58][CH:59]=[C:54]([CH:51]2[CH2:52][CH2:53][N:48]([CH2:47][C:46]3[C:2]4[C:1](=[CH:6][CH:5]=[CH:4][CH:3]=4)[N:7]([C:15]4[CH:10]=[CH:11][CH:12]=[CH:13][CH:14]=4)[CH:45]=3)[CH2:49][CH2:50]2)[CH:55]=1)=[O:65]. (3) Given the reactants [F:1][C:2]1[CH:7]=[CH:6][C:5]([O:8][C:9]2[CH:14]=[CH:13][CH:12]=[CH:11][CH:10]=2)=[C:4]([N+:15]([O-])=O)[CH:3]=1.[H][H], predict the reaction product. The product is: [F:1][C:2]1[CH:7]=[CH:6][C:5]([O:8][C:9]2[CH:14]=[CH:13][CH:12]=[CH:11][CH:10]=2)=[C:4]([NH2:15])[CH:3]=1. (4) Given the reactants [NH2:1][C:2]1[N:3]([CH2:19][CH3:20])[C:4]2[C:9]([C:10](=[O:17])[C:11]=1[C:12]1[NH:13][CH:14]=[CH:15][N:16]=1)=[CH:8][CH:7]=[C:6](I)[CH:5]=2.[OH:21][C@@:22]([CH3:28])([CH2:25][O:26][CH3:27])[C:23]#[CH:24], predict the reaction product. The product is: [NH2:1][C:2]1[N:3]([CH2:19][CH3:20])[C:4]2[C:9]([C:10](=[O:17])[C:11]=1[C:12]1[NH:13][CH:14]=[CH:15][N:16]=1)=[CH:8][CH:7]=[C:6]([C:24]#[C:23][C@:22]([OH:21])([CH3:28])[CH2:25][O:26][CH3:27])[CH:5]=2. (5) Given the reactants C(OC([N:8]1[CH2:13][C@H:12]([CH3:14])[N:11](CCC(=O)C)[C@H:10]([CH3:20])[CH2:9]1)=O)(C)(C)C.[Cl:21]C1C=CC=C(C(OO)=[O:29])C=1, predict the reaction product. The product is: [ClH:21].[CH3:14][C@H:12]1[CH2:13][NH:8][CH2:9][C@@H:10]([CH3:20])[N:11]1[OH:29]. (6) Given the reactants Cl.[NH:2]=[C:3]1[CH2:7][CH2:6][CH2:5][NH:4]1.Br[CH2:9][C:10]([C:12]1[CH:17]=[CH:16][CH:15]=[CH:14][CH:13]=1)=O.C([O-])([O-])=O.[Na+].[Na+].O, predict the reaction product. The product is: [C:12]1([C:10]2[N:2]=[C:3]3[CH2:7][CH2:6][CH2:5][N:4]3[CH:9]=2)[CH:17]=[CH:16][CH:15]=[CH:14][CH:13]=1. (7) Given the reactants [CH2:1]([O:3][C:4]([C:6]1[NH:7][C:8]2[C:13]([C:14]=1Cl)=[CH:12][C:11](Br)=[CH:10][CH:9]=2)=[O:5])[CH3:2].[Cl:17][C:18]1[CH:19]=[C:20](B(O)O)[CH:21]=[C:22]([Cl:24])[CH:23]=1.C1C=CC(P(C2C=CC=CC=2)C2C=CC=CC=2)=CC=1.C([O-])([O-])=O.[Na+].[Na+], predict the reaction product. The product is: [CH2:1]([O:3][C:4]([C:6]1[NH:7][C:8]2[C:13]([CH:14]=1)=[CH:12][C:11]([C:20]1[CH:19]=[C:18]([Cl:17])[CH:23]=[C:22]([Cl:24])[CH:21]=1)=[CH:10][CH:9]=2)=[O:5])[CH3:2]. (8) Given the reactants Cl.[F:2][C:3]1[CH:4]=[C:5]2[C:9](=[C:10]([F:12])[CH:11]=1)[NH:8][CH:7]=[C:6]2[C:13](=O)[C:14]([O:16][CH3:17])=[O:15].CCO.CCOC(C)=O, predict the reaction product. The product is: [F:2][C:3]1[CH:4]=[C:5]2[C:9](=[C:10]([F:12])[CH:11]=1)[NH:8][CH:7]=[C:6]2[CH2:13][C:14]([O:16][CH3:17])=[O:15]. (9) Given the reactants N[C:2]1[C:10]([Cl:11])=[CH:9][C:5]([C:6]([OH:8])=[O:7])=[C:4]([O:12][CH3:13])[CH:3]=1.S(=O)(=O)(O)O.N([O-])=O.[Na+].[I:23]I, predict the reaction product. The product is: [Cl:11][C:10]1[C:2]([I:23])=[CH:3][C:4]([O:12][CH3:13])=[C:5]([CH:9]=1)[C:6]([OH:8])=[O:7].